Dataset: Peptide-MHC class I binding affinity with 185,985 pairs from IEDB/IMGT. Task: Regression. Given a peptide amino acid sequence and an MHC pseudo amino acid sequence, predict their binding affinity value. This is MHC class I binding data. (1) The peptide sequence is LSVSNRCPI. The MHC is H-2-Db with pseudo-sequence H-2-Db. The binding affinity (normalized) is 0.807. (2) The peptide sequence is TMMRHRREL. The MHC is HLA-A68:02 with pseudo-sequence HLA-A68:02. The binding affinity (normalized) is 0.0847. (3) The binding affinity (normalized) is 0. The peptide sequence is WRFDSRLAF. The MHC is HLA-B57:01 with pseudo-sequence HLA-B57:01. (4) The peptide sequence is GEMCEDTVTY. The MHC is HLA-B40:01 with pseudo-sequence HLA-B40:01. The binding affinity (normalized) is 0.369. (5) The peptide sequence is FPKAGLLII. The MHC is HLA-B54:01 with pseudo-sequence HLA-B54:01. The binding affinity (normalized) is 0.537. (6) The peptide sequence is RSSPPIPMSR. The MHC is HLA-A31:01 with pseudo-sequence HLA-A31:01. The binding affinity (normalized) is 0.989. (7) The peptide sequence is GGKKKYKL. The MHC is HLA-A26:01 with pseudo-sequence HLA-A26:01. The binding affinity (normalized) is 0. (8) The peptide sequence is LRKERLAKL. The MHC is HLA-A69:01 with pseudo-sequence HLA-A69:01. The binding affinity (normalized) is 0.0847. (9) The peptide sequence is DYGLVSKFM. The MHC is HLA-A24:02 with pseudo-sequence HLA-A24:02. The binding affinity (normalized) is 0.415.